From a dataset of Catalyst prediction with 721,799 reactions and 888 catalyst types from USPTO. Predict which catalyst facilitates the given reaction. (1) Reactant: [F:1][C:2]1[CH:45]=[CH:44][CH:43]=[C:42]([F:46])[C:3]=1[CH2:4][N:5]1[C:10]2[S:11][C:12]([C:21]3[CH:26]=[CH:25][C:24]([NH:27][C:28]([NH:30][O:31][CH3:32])=[O:29])=[CH:23][CH:22]=3)=[C:13]([CH2:14][N:15]([CH2:17][CH2:18][O:19][CH3:20])[CH3:16])[C:9]=2[C:8](=[O:33])[N:7]([CH2:34][C:35](=[O:40])[C:36]([CH3:39])([CH3:38])[CH3:37])[C:6]1=[O:41].[BH4-].[Na+]. Product: [F:46][C:42]1[CH:43]=[CH:44][CH:45]=[C:2]([F:1])[C:3]=1[CH2:4][N:5]1[C:10]2[S:11][C:12]([C:21]3[CH:22]=[CH:23][C:24]([NH:27][C:28]([NH:30][O:31][CH3:32])=[O:29])=[CH:25][CH:26]=3)=[C:13]([CH2:14][N:15]([CH2:17][CH2:18][O:19][CH3:20])[CH3:16])[C:9]=2[C:8](=[O:33])[N:7]([CH2:34][CH:35]([OH:40])[C:36]([CH3:37])([CH3:38])[CH3:39])[C:6]1=[O:41]. The catalyst class is: 92. (2) Reactant: [Cl:1][C:2]1[CH:10]=[CH:9][C:5]([C:6]([OH:8])=[O:7])=[C:4]([OH:11])[CH:3]=1.C([O-])([O-])=O.[K+].[K+].[CH2:18](Br)[C:19]1[CH:24]=[CH:23][CH:22]=[CH:21][CH:20]=1. Product: [CH2:18]([O:7][C:6](=[O:8])[C:5]1[CH:9]=[CH:10][C:2]([Cl:1])=[CH:3][C:4]=1[O:11][CH2:6][C:5]1[CH:9]=[CH:10][CH:2]=[CH:3][CH:4]=1)[C:19]1[CH:24]=[CH:23][CH:22]=[CH:21][CH:20]=1. The catalyst class is: 3. (3) Reactant: Cl[C:2]1[C:3]([NH:12][S:13]([C:16]2[CH:20]=[CH:19][N:18]([C:21]([F:28])([F:27])[C:22]([N:24]([CH3:26])[CH3:25])=[O:23])[N:17]=2)(=[O:15])=[O:14])=[N:4][C:5]2[C:10]([N:11]=1)=[CH:9][CH:8]=[CH:7][CH:6]=2.[NH2:29][C:30]1[CH:41]=[C:40]([O:42][CH3:43])[CH:39]=[C:38]([O:44][CH3:45])[C:31]=1[O:32][CH2:33][CH2:34][CH:35]([OH:37])[CH3:36]. Product: [F:27][C:21]([F:28])([N:18]1[CH:19]=[CH:20][C:16]([S:13](=[O:15])(=[O:14])[NH:12][C:3]2[C:2]([NH:29][C:30]3[CH:41]=[C:40]([O:42][CH3:43])[CH:39]=[C:38]([O:44][CH3:45])[C:31]=3[O:32][CH2:33][CH2:34][CH:35]([OH:37])[CH3:36])=[N:11][C:10]3[C:5](=[CH:6][CH:7]=[CH:8][CH:9]=3)[N:4]=2)=[N:17]1)[C:22]([N:24]([CH3:26])[CH3:25])=[O:23]. The catalyst class is: 259. (4) Reactant: [CH:1]1[N:9]([C@@H:10]2[O:14][C@H:13]([CH2:15][OH:16])[C@@H:12]([OH:17])[C@H:11]2[OH:18])[C:8]2[C:3](=[C:4]([NH2:19])[N:5]=[CH:6][N:7]=2)[C:2]=1[C:20]#[N:21].O.[SH-:23].[Na+]. Product: [NH2:19][C:4]1[C:3]2[C:2]([C:20](=[S:23])[NH2:21])=[CH:1][N:9]([C@H:10]3[C@H:11]([OH:18])[CH:12]([OH:17])[CH:13]([CH2:15][OH:16])[O:14]3)[C:8]=2[N:7]=[CH:6][N:5]=1. The catalyst class is: 32. (5) Reactant: [C:1]([O:5][C:6](=[O:23])[CH2:7][CH:8]([OH:22])[CH2:9][C@H:10]([OH:21])[CH2:11][O:12][C:13](=[O:20])[C:14]1[CH:19]=[CH:18][CH:17]=[CH:16][CH:15]=1)([CH3:4])([CH3:3])[CH3:2].COC(OC)(C)C.C1(C)C=CC(S(O)(=O)=O)=CC=1.C(=O)([O-])O.[Na+]. Product: [C:1]([O:5][C:6](=[O:23])[CH2:7][C:8](=[O:22])[CH2:9][C@H:10]([OH:21])[CH2:11][O:12][C:13](=[O:20])[C:14]1[CH:15]=[CH:16][CH:17]=[CH:18][CH:19]=1)([CH3:4])([CH3:2])[CH3:3]. The catalyst class is: 2. (6) Reactant: Cl.[CH3:2][C:3]1[O:7][N:6]=[C:5]([C:8]2[CH:13]=[CH:12][C:11]([C@@H:14]3[O:19][CH2:18][CH2:17][NH:16][CH2:15]3)=[CH:10][CH:9]=2)[N:4]=1.Cl.[N:21]1([C:26](N)=[NH:27])C=CC=N1.C(N(CC)C(C)C)(C)C.C(O[C:41](=[O:51])[CH2:42][C:43](=O)[C:44]1[CH:49]=[CH:48][N:47]=[CH:46][N:45]=1)C.C(=O)([O-])[O-].[K+].[K+]. Product: [CH3:2][C:3]1[O:7][N:6]=[C:5]([C:8]2[CH:13]=[CH:12][C:11]([C@@H:14]3[O:19][CH2:18][CH2:17][N:16]([C:26]4[NH:27][C:41](=[O:51])[CH:42]=[C:43]([C:44]5[CH:49]=[CH:48][N:47]=[CH:46][N:45]=5)[N:21]=4)[CH2:15]3)=[CH:10][CH:9]=2)[N:4]=1. The catalyst class is: 737.